This data is from Forward reaction prediction with 1.9M reactions from USPTO patents (1976-2016). The task is: Predict the product of the given reaction. Given the reactants [CH3:1][O:2][C:3]1[C:7]([C:8]([O:10][CH2:11][CH3:12])=[O:9])=[CH:6][NH:5][N:4]=1.N1CCC[C@H]1C(O)=O.Br[C:22]1[CH:23]=[N:24][C:25]([C:28]([F:31])([F:30])[F:29])=[N:26][CH:27]=1.C(=O)([O-])[O-].[K+].[K+], predict the reaction product. The product is: [CH3:1][O:2][C:3]1[C:7]([C:8]([O:10][CH2:11][CH3:12])=[O:9])=[CH:6][N:5]([C:22]2[CH:23]=[N:24][C:25]([C:28]([F:31])([F:30])[F:29])=[N:26][CH:27]=2)[N:4]=1.